From a dataset of Catalyst prediction with 721,799 reactions and 888 catalyst types from USPTO. Predict which catalyst facilitates the given reaction. Reactant: C[C:2]1[N:3]=[CH:4][C:5]([N:9]2[C@@H:16]3[C@@H:11]([CH2:12][CH2:13][NH:14][CH2:15]3)[CH2:10]2)=[N:6][C:7]=1C.[CH3:17]C1C=C(C)N=C(N2[C@@H]3[C@@H](CCNC3)C2)N=1.[F:33][C:34]1[CH:35]=[CH:36][C:37]([N:43]2[N:47]=[CH:46][CH:45]=[N:44]2)=[C:38]([CH:42]=1)[C:39](O)=[O:40].S1C=CC=C1C1C=CC=CC=1C(O)=O. Product: [F:33][C:34]1[CH:35]=[CH:36][C:37]([N:43]2[N:47]=[CH:46][CH:45]=[N:44]2)=[C:38]([C:39]([N:14]2[CH2:13][CH2:12][C@@H:11]3[C@@H:16]([N:9]([C:5]4[C:4]([CH3:17])=[N:3][CH:2]=[CH:7][N:6]=4)[CH2:10]3)[CH2:15]2)=[O:40])[CH:42]=1. The catalyst class is: 2.